The task is: Predict the reaction yield, written as a fraction of the theoretical maximum amount of product (1.0 means a 100% yield; for example, 0.34 means a 34% yield).. This data is from Reaction yield outcomes from USPTO patents with 853,638 reactions. (1) The reactants are C[O:2][C:3](=[O:39])[C:4]1[CH:9]=[CH:8][CH:7]=[CH:6][C:5]=1[O:10][C:11]1[CH:16]=[CH:15][CH:14]=[C:13]([O:17][CH2:18][CH2:19][CH2:20][O:21][C:22]2[CH:27]=[C:26]([OH:28])[C:25]([C:29]3[N:30]=[CH:31][S:32][CH:33]=3)=[CH:24][C:23]=2[CH2:34][CH3:35])[C:12]=1[CH2:36][CH2:37][CH3:38].[OH-].[Li+]. The catalyst is CO. The product is [CH2:34]([C:23]1[CH:24]=[C:25]([C:29]2[N:30]=[CH:31][S:32][CH:33]=2)[C:26]([OH:28])=[CH:27][C:22]=1[O:21][CH2:20][CH2:19][CH2:18][O:17][C:13]1[C:12]([CH2:36][CH2:37][CH3:38])=[C:11]([CH:16]=[CH:15][CH:14]=1)[O:10][C:5]1[CH:6]=[CH:7][CH:8]=[CH:9][C:4]=1[C:3]([OH:39])=[O:2])[CH3:35]. The yield is 0.760. (2) The yield is 0.490. The reactants are Cl[C:2]1[N:7]=[C:6]([C:8]2[CH:13]=[C:12]([Cl:14])[CH:11]=[CH:10][C:9]=2[CH3:15])[N:5]=[C:4]([NH:16][C:17]2[CH:22]=[CH:21][C:20]([CH2:23][N:24]([CH3:26])[CH3:25])=[CH:19][CH:18]=2)[N:3]=1.[NH3:27]. The product is [Cl:14][C:12]1[CH:11]=[CH:10][C:9]([CH3:15])=[C:8]([C:6]2[N:5]=[C:4]([NH:16][C:17]3[CH:22]=[CH:21][C:20]([CH2:23][N:24]([CH3:26])[CH3:25])=[CH:19][CH:18]=3)[N:3]=[C:2]([NH2:27])[N:7]=2)[CH:13]=1. The catalyst is O1CCCC1.